Task: Predict the reactants needed to synthesize the given product.. Dataset: Full USPTO retrosynthesis dataset with 1.9M reactions from patents (1976-2016) (1) Given the product [CH3:26][N:2]([CH3:1])[C:3]1[N:8]=[C:7]([CH2:9][CH2:10][CH2:11][CH2:12][CH2:13][CH2:14][CH2:15][CH2:16][CH2:17][CH2:18][OH:19])[C:6]([OH:23])=[C:5]([O:24][CH3:25])[CH:4]=1, predict the reactants needed to synthesize it. The reactants are: [CH3:1][N:2]([CH3:26])[C:3]1[N:8]=[C:7]([CH2:9][CH2:10][CH2:11][CH2:12][CH2:13][CH2:14][CH2:15][CH2:16][CH2:17][CH2:18][O:19]COC)[C:6]([OH:23])=[C:5]([O:24][CH3:25])[CH:4]=1.Cl.[NH4+].[OH-]. (2) Given the product [Cl:21][C:16]1[CH:15]=[C:14]([C@@H:13]2[C@@H:9]([NH:7][CH3:6])[CH2:10][N:11]([C:22]([CH:24]3[CH2:29][CH2:28][N:27]([C:30]([C:32]4([CH3:35])[CH2:33][CH2:34]4)=[O:31])[CH2:26][CH2:25]3)=[O:23])[CH2:12]2)[CH:19]=[CH:18][C:17]=1[Cl:20], predict the reactants needed to synthesize it. The reactants are: C(O[C:6](=O)[N:7]([C@@H:9]1[C@@H:13]([C:14]2[CH:19]=[CH:18][C:17]([Cl:20])=[C:16]([Cl:21])[CH:15]=2)[CH2:12][N:11]([C:22]([CH:24]2[CH2:29][CH2:28][N:27]([C:30]([C:32]3([CH3:35])[CH2:34][CH2:33]3)=[O:31])[CH2:26][CH2:25]2)=[O:23])[CH2:10]1)C)(C)(C)C.FC(F)(F)C(O)=O.C(=O)([O-])[O-].[Na+].[Na+]. (3) Given the product [CH2:1]([NH:5][C:11](=[O:13])[CH2:10][C:9]([CH2:8][C:22]([NH:5][CH2:1][CH2:2][CH2:3][CH3:4])=[O:24])([C:19]([NH:5][CH2:1][CH2:2][CH2:3][CH3:4])=[O:21])[OH:18])[CH2:2][CH2:3][CH3:4], predict the reactants needed to synthesize it. The reactants are: [CH2:1]([NH2:5])[CH2:2][CH2:3][CH3:4].C([CH:8]([C:22]([O-:24])=O)[C:9]([C:19]([O-:21])=O)([OH:18])[C:10](CC)(CC)[C:11]([O-:13])=O)C. (4) Given the product [Br:1][C:2]1[CH:7]=[CH:6][C:5]([N:8]([CH2:17][CH:18]([CH3:20])[CH3:19])[CH2:9][CH:10]([CH3:16])[CH2:11][C:12]([F:13])([F:15])[F:14])=[C:4]([NH:21][C:60]([NH:62][C:63]2[CH:68]=[CH:67][C:66]([CH3:69])=[CH:65][CH:64]=2)=[O:61])[CH:3]=1, predict the reactants needed to synthesize it. The reactants are: [Br:1][C:2]1[CH:3]=[C:4]([NH2:21])[C:5]([N:8]([CH2:17][CH:18]([CH3:20])[CH3:19])[CH2:9][CH:10]([CH3:16])[CH2:11][C:12]([F:15])([F:14])[F:13])=[CH:6][CH:7]=1.C(N(CCC(F)(F)F)C1C(N)=CC(Br)=CC=1)C1C=CC=CC=1.C(N(CCC(F)(F)F)C1C=CC(Br)=CC=1N[C:60]([NH:62][C:63]1[CH:68]=[CH:67][C:66]([CH3:69])=[CH:65][CH:64]=1)=[O:61])C1C=CC=CC=1. (5) Given the product [C:1]([O:5][C:6]([N:8]1[CH2:13][CH2:12][CH2:11][CH2:10][CH:9]1[CH2:14][C:15]([O:17][CH2:19][C:20]([C:22]1[CH:27]=[CH:26][CH:25]=[CH:24][CH:23]=1)=[O:21])=[O:16])=[O:7])([CH3:4])([CH3:2])[CH3:3], predict the reactants needed to synthesize it. The reactants are: [C:1]([O:5][C:6]([N:8]1[CH2:13][CH2:12][CH2:11][CH2:10][CH:9]1[CH2:14][C:15]([OH:17])=[O:16])=[O:7])([CH3:4])([CH3:3])[CH3:2].Br[CH2:19][C:20]([C:22]1[CH:27]=[CH:26][CH:25]=[CH:24][CH:23]=1)=[O:21]. (6) Given the product [CH2:1]([O:3][C:4]([C:6]1[N:7]=[C:8]([C:11]([OH:13])=[O:12])[S:9][CH:10]=1)=[O:5])[CH3:2], predict the reactants needed to synthesize it. The reactants are: [CH2:1]([O:3][C:4]([C:6]1[N:7]=[C:8]([CH2:11][OH:12])[S:9][CH:10]=1)=[O:5])[CH3:2].[O-:13][Mn](=O)(=O)=O.[K+].C(Cl)Cl.C([O-])([O-])=O.[K+].[K+].